This data is from NCI-60 drug combinations with 297,098 pairs across 59 cell lines. The task is: Regression. Given two drug SMILES strings and cell line genomic features, predict the synergy score measuring deviation from expected non-interaction effect. (1) Drug 1: CC1=C(C=C(C=C1)NC2=NC=CC(=N2)N(C)C3=CC4=NN(C(=C4C=C3)C)C)S(=O)(=O)N.Cl. Drug 2: C1CCC(CC1)NC(=O)N(CCCl)N=O. Cell line: SF-295. Synergy scores: CSS=47.4, Synergy_ZIP=3.27, Synergy_Bliss=3.98, Synergy_Loewe=4.21, Synergy_HSA=5.86. (2) Drug 1: CN1C(=O)N2C=NC(=C2N=N1)C(=O)N. Drug 2: CCC1=C2CN3C(=CC4=C(C3=O)COC(=O)C4(CC)O)C2=NC5=C1C=C(C=C5)O. Cell line: NCI-H322M. Synergy scores: CSS=-10.6, Synergy_ZIP=2.75, Synergy_Bliss=-5.91, Synergy_Loewe=-6.84, Synergy_HSA=-12.5.